From a dataset of Full USPTO retrosynthesis dataset with 1.9M reactions from patents (1976-2016). Predict the reactants needed to synthesize the given product. Given the product [CH2:1]([O:3][CH:4]([O:7][CH2:8][CH3:9])[C:5]#[C:6][CH:15]([OH:18])[CH2:16][CH3:17])[CH3:2], predict the reactants needed to synthesize it. The reactants are: [CH2:1]([O:3][CH:4]([O:7][CH2:8][CH3:9])[C:5]#[CH:6])[CH3:2].[Li]CCCC.[CH:15](=[O:18])[CH2:16][CH3:17].